Predict which catalyst facilitates the given reaction. From a dataset of Catalyst prediction with 721,799 reactions and 888 catalyst types from USPTO. Reactant: [Sn].[CH3:2][C:3]1[CH:8]=[CH:7][C:6]([CH3:9])=[CH:5][C:4]=1[S:10][C:11]1[CH:18]=[CH:17][C:14]([C:15]#[N:16])=[CH:13][C:12]=1[N+:19]([O-])=O.CCOC(C)=O.O. Product: [NH2:19][C:12]1[CH:13]=[C:14]([CH:17]=[CH:18][C:11]=1[S:10][C:4]1[CH:5]=[C:6]([CH3:9])[CH:7]=[CH:8][C:3]=1[CH3:2])[C:15]#[N:16]. The catalyst class is: 811.